From a dataset of Forward reaction prediction with 1.9M reactions from USPTO patents (1976-2016). Predict the product of the given reaction. Given the reactants [CH2:1]=[CH:2][CH2:3][CH2:4][CH2:5][CH2:6][CH2:7][CH2:8][CH2:9][CH2:10][CH2:11][CH2:12][CH2:13][CH2:14][CH2:15][CH2:16][CH2:17][CH3:18].[S:19](=[O:22])([OH:21])[O-:20].[Na+:23].C(C1C=C(C)C=C(C(C)(C)C)C=1O)(C)(C)C.C1C(C(OOC(C)(C)C)=O)=CC=CC=1, predict the reaction product. The product is: [Na+:23].[Na+:23].[CH2:1]([S:19]([O-:22])(=[O:21])=[O:20])[CH:2]([S:19]([O-:21])(=[O:20])=[O:22])[CH2:3][CH2:4][CH2:5][CH2:6][CH2:7][CH2:8][CH2:9][CH2:10][CH2:11][CH2:12][CH2:13][CH2:14][CH2:15][CH2:16][CH2:17][CH3:18].